Predict the product of the given reaction. From a dataset of Forward reaction prediction with 1.9M reactions from USPTO patents (1976-2016). (1) The product is: [NH2:31][C:26]1[CH:27]=[CH:28][CH:29]=[CH:30][C:25]=1[NH:32][C:17]([NH:2][C:3]1[C:7]([CH3:8])=[CH:6][S:5][C:4]=1[Cl:9])=[S:18]. Given the reactants Cl.[NH2:2][C:3]1[C:7]([CH3:8])=[CH:6][S:5][C:4]=1[Cl:9].C1C=CC(O[C:17](Cl)=[S:18])=CC=1.C(=O)(O)[O-].[Na+].[C:25]1([NH2:32])[CH:30]=[CH:29][CH:28]=[CH:27][C:26]=1[NH2:31], predict the reaction product. (2) Given the reactants [CH3:1][N:2]([CH3:34])[C:3]1([C:28]2[CH:33]=[CH:32][CH:31]=[CH:30][CH:29]=2)[CH2:8][CH2:7][CH:6]([CH2:9][NH:10][C:11](=[O:27])[CH2:12][CH2:13][CH2:14][CH2:15][CH2:16][C:17]2[C:25]3[C:20](=[CH:21][CH:22]=[C:23]([Cl:26])[CH:24]=3)[NH:19][CH:18]=2)[CH2:5][CH2:4]1.Cl[Si](C)(C)C.CCOCC, predict the reaction product. The product is: [ClH:26].[CH3:34][N:2]([CH3:1])[C:3]1([C:28]2[CH:33]=[CH:32][CH:31]=[CH:30][CH:29]=2)[CH2:4][CH2:5][CH:6]([CH2:9][NH:10][C:11](=[O:27])[CH2:12][CH2:13][CH2:14][CH2:15][CH2:16][C:17]2[C:25]3[C:20](=[CH:21][CH:22]=[C:23]([Cl:26])[CH:24]=3)[NH:19][CH:18]=2)[CH2:7][CH2:8]1.[CH3:34][N:2]([CH3:1])[C:3]1([C:28]2[CH:33]=[CH:32][CH:31]=[CH:30][CH:29]=2)[CH2:4][CH2:5][CH:6]([CH2:9][NH:10][C:11](=[O:27])[CH2:12][CH2:13][CH2:14][CH2:15][CH2:16][C:17]2[C:25]3[C:20](=[CH:21][CH:22]=[C:23]([Cl:26])[CH:24]=3)[NH:19][CH:18]=2)[CH2:7][CH2:8]1. (3) Given the reactants [C:1]1([C:7]2[O:11][N:10]=[C:9]([C@H:12]3[CH2:16][CH2:15][C@H:14]([NH2:17])[CH2:13]3)[N:8]=2)[CH:6]=[CH:5][CH:4]=[CH:3][CH:2]=1.CCN(C(C)C)C(C)C.Cl[C:28]1[N:33]=[CH:32][N:31]=[C:30]2[N:34](C3CCCCO3)[N:35]=[CH:36][C:29]=12, predict the reaction product. The product is: [C:1]1([C:7]2[O:11][N:10]=[C:9]([C@H:12]3[CH2:16][CH2:15][C@H:14]([NH:17][C:28]4[N:33]=[CH:32][N:31]=[C:30]5[NH:34][N:35]=[CH:36][C:29]=45)[CH2:13]3)[N:8]=2)[CH:2]=[CH:3][CH:4]=[CH:5][CH:6]=1.